Dataset: Forward reaction prediction with 1.9M reactions from USPTO patents (1976-2016). Task: Predict the product of the given reaction. (1) Given the reactants [CH3:1][O:2][C:3]1[CH:10]=[CH:9][CH:8]=[CH:7][C:4]=1[CH:5]=O.[C:11]([OH:23])(=[O:22])[CH2:12][NH:13][C:14]([C:16]1[CH:21]=[CH:20][CH:19]=[CH:18][CH:17]=1)=O.C([O-])(=O)C.[Na+].C(OC(=O)C)(=O)C, predict the reaction product. The product is: [CH3:1][O:2][C:3]1[CH:10]=[CH:9][CH:8]=[CH:7][C:4]=1[CH:5]=[C:12]1[C:11](=[O:22])[O:23][C:14]([C:16]2[CH:17]=[CH:18][CH:19]=[CH:20][CH:21]=2)=[N:13]1. (2) Given the reactants ClC1C=C(N[C@H](C2CC2)C(N[C@@H]2CCCN(C(OC(C)(C)C)=O)C2)=O)C=C(F)C=1.[Cl:30][C:31]1[CH:32]=[C:33]([NH:38][CH2:39][C:40]([NH:42][C@@H:43]2[CH2:48][CH2:47][CH2:46][N:45]([C:49](OC(C)(C)C)=O)[CH2:44]2)=[O:41])[CH:34]=[C:35]([Cl:37])[CH:36]=1.[NH2:56][C:57]1[C:62](C#N)=C(Cl)[N:60]=[CH:59][N:58]=1.ClC1N=CN=C(N)C=1, predict the reaction product. The product is: [NH2:56][C:57]1[N:58]=[CH:59][N:60]=[C:49]([N:45]2[CH2:46][CH2:47][CH2:48][C@@H:43]([NH:42][C:40](=[O:41])[CH2:39][NH:38][C:33]3[CH:34]=[C:35]([Cl:37])[CH:36]=[C:31]([Cl:30])[CH:32]=3)[CH2:44]2)[CH:62]=1. (3) The product is: [C:22]([O:21][C:19](=[O:20])[CH2:18][N:4]1[C:5]2=[N:6][CH:7]=[CH:8][CH:9]=[C:10]2[C:2]([I:1])=[N:3]1)([CH3:25])([CH3:24])[CH3:23]. Given the reactants [I:1][C:2]1[C:10]2[C:5](=[N:6][CH:7]=[CH:8][CH:9]=2)[NH:4][N:3]=1.C([O-])([O-])=O.[K+].[K+].Cl[CH2:18][C:19]([O:21][C:22]([CH3:25])([CH3:24])[CH3:23])=[O:20].O, predict the reaction product. (4) Given the reactants Cl[C:2]1[C:11]2=[N:12][N:13](CC3C=CC(OC)=CC=3)[CH:14]=[C:10]2[C:9]2[CH:8]=[C:7]([O:24][CH3:25])[CH:6]=[CH:5][C:4]=2[N:3]=1.[CH3:26][O:27][C:28]1[CH:34]=[C:33]([O:35][CH3:36])[CH:32]=[CH:31][C:29]=1[NH2:30].Cl, predict the reaction product. The product is: [CH3:26][O:27][C:28]1[CH:34]=[C:33]([O:35][CH3:36])[CH:32]=[CH:31][C:29]=1[NH:30][C:2]1[C:11]2=[N:12][NH:13][CH:14]=[C:10]2[C:9]2[CH:8]=[C:7]([O:24][CH3:25])[CH:6]=[CH:5][C:4]=2[N:3]=1. (5) Given the reactants [C:1]([O:5][C:6]([N:8]1[CH2:13][CH2:12][N:11]([C:14]2[N:19]=[C:18]([C:20]3[CH:25]=[CH:24][N:23]=[C:22](Cl)[CH:21]=3)[CH:17]=[C:16]([C:27](=[O:33])[NH:28][C:29]([CH3:32])([CH3:31])[CH3:30])[CH:15]=2)[CH2:10][CH2:9]1)=[O:7])([CH3:4])([CH3:3])[CH3:2].CC([O-])(C)C.[Na+].[NH2:40][CH:41]1[CH2:46][CH2:45][O:44][CH2:43][CH2:42]1, predict the reaction product. The product is: [C:1]([O:5][C:6]([N:8]1[CH2:13][CH2:12][N:11]([C:14]2[N:19]=[C:18]([C:20]3[CH:25]=[CH:24][N:23]=[C:22]([NH:40][CH:41]4[CH2:46][CH2:45][O:44][CH2:43][CH2:42]4)[CH:21]=3)[CH:17]=[C:16]([C:27](=[O:33])[NH:28][C:29]([CH3:32])([CH3:31])[CH3:30])[CH:15]=2)[CH2:10][CH2:9]1)=[O:7])([CH3:4])([CH3:3])[CH3:2].